This data is from Peptide-MHC class I binding affinity with 185,985 pairs from IEDB/IMGT. The task is: Regression. Given a peptide amino acid sequence and an MHC pseudo amino acid sequence, predict their binding affinity value. This is MHC class I binding data. (1) The peptide sequence is RSKQKIGDLR. The MHC is HLA-A31:01 with pseudo-sequence HLA-A31:01. The binding affinity (normalized) is 0.642. (2) The peptide sequence is AVPNGTLV. The MHC is HLA-A02:01 with pseudo-sequence HLA-A02:01. The binding affinity (normalized) is 0. (3) The peptide sequence is ITPNNLNKI. The MHC is HLA-A02:01 with pseudo-sequence HLA-A02:01. The binding affinity (normalized) is 0.